This data is from Forward reaction prediction with 1.9M reactions from USPTO patents (1976-2016). The task is: Predict the product of the given reaction. (1) Given the reactants [F:1][CH:2]([F:13])[C:3]1[C:4]([CH3:12])=[C:5]([N+:9]([O-])=O)[CH:6]=[CH:7][CH:8]=1, predict the reaction product. The product is: [F:1][CH:2]([F:13])[C:3]1[C:4]([CH3:12])=[C:5]([NH2:9])[CH:6]=[CH:7][CH:8]=1. (2) The product is: [Br:1][C:2]1[CH:3]=[C:4]([CH3:11])[C:5]([N:18]2[CH:22]=[N:21][CH:20]=[N:19]2)=[C:6]([CH:9]=1)[C:7]#[N:8]. Given the reactants [Br:1][C:2]1[CH:3]=[C:4]([CH3:11])[C:5](F)=[C:6]([CH:9]=1)[C:7]#[N:8].C([O-])([O-])=O.[K+].[K+].[NH:18]1[CH:22]=[N:21][CH:20]=[N:19]1, predict the reaction product. (3) The product is: [CH2:8]([O:12][C:13]1[N:21]=[C:20]2[C:16]([N:17]=[C:18]([O:22][CH3:23])[N:19]2[CH2:33][CH2:34][CH2:35][CH2:36][CH:37]([Cl:38])[CH3:2])=[C:15]([NH2:24])[N:14]=1)[CH2:9][CH2:10][CH3:11]. Given the reactants F[C:2](F)(F)C(O)=O.[CH2:8]([O:12][C:13]1[N:21]=[C:20]2[C:16]([N:17]=[C:18]([O:22][CH3:23])[NH:19]2)=[C:15]([NH2:24])[N:14]=1)[CH2:9][CH2:10][CH3:11].C(=O)([O-])[O-].[K+].[K+].BrC[CH2:33][CH2:34][CH2:35][CH2:36][CH2:37][Cl:38], predict the reaction product. (4) Given the reactants C12BC(CCC1)CCC2.[CH:10]1([CH2:13][O:14][C@@H:15]([C@@H:27]([O:29][CH2:30][C:31]2[CH:36]=[CH:35][C:34]([O:37][CH3:38])=[CH:33][CH:32]=2)[CH3:28])[C@H:16]([CH:25]=[CH2:26])[CH2:17][C:18]2[CH:23]=[CH:22][C:21]([F:24])=[CH:20][CH:19]=2)[CH2:12][CH2:11]1.[O-]P([O-])([O-])=O.[K+].[K+].[K+].Br/[CH:48]=[C:49](\[NH:60][C:61]([O:63][C:64]([CH3:67])([CH3:66])[CH3:65])=[O:62])/[C:50]([O:52][CH2:53][C:54]1[CH:59]=[CH:58][CH:57]=[CH:56][CH:55]=1)=[O:51], predict the reaction product. The product is: [C:64]([O:63][C:61]([NH:60]/[C:49](=[CH:48]\[CH2:26][CH2:25][C@H:16]([CH2:17][C:18]1[CH:23]=[CH:22][C:21]([F:24])=[CH:20][CH:19]=1)[C@@H:15]([O:14][CH2:13][CH:10]1[CH2:11][CH2:12]1)[C@@H:27]([O:29][CH2:30][C:31]1[CH:36]=[CH:35][C:34]([O:37][CH3:38])=[CH:33][CH:32]=1)[CH3:28])/[C:50]([O:52][CH2:53][C:54]1[CH:59]=[CH:58][CH:57]=[CH:56][CH:55]=1)=[O:51])=[O:62])([CH3:67])([CH3:66])[CH3:65]. (5) Given the reactants [Cl:1][C:2]1[N:7]=[C:6]([C:8]2[CH:9]=[C:10]([CH:13]=[CH:14][CH:15]=2)[CH:11]=O)[CH:5]=[CH:4][N:3]=1.[C:16]([O:20][C:21]([N:23]1[CH2:28][CH:27]([CH3:29])[NH:26][CH:25]([CH3:30])[CH2:24]1)=[O:22])([CH3:19])([CH3:18])[CH3:17], predict the reaction product. The product is: [C:16]([O:20][C:21]([N:23]1[CH2:28][CH:27]([CH3:29])[N:26]([CH2:11][C:10]2[CH:13]=[CH:14][CH:15]=[C:8]([C:6]3[CH:5]=[CH:4][N:3]=[C:2]([Cl:1])[N:7]=3)[CH:9]=2)[CH:25]([CH3:30])[CH2:24]1)=[O:22])([CH3:19])([CH3:17])[CH3:18]. (6) Given the reactants Cl[CH2:2][CH2:3][CH2:4][CH:5]([C:16]1O[C:18]([C:21]2[CH:26]=[CH:25][C:24]([C:27]3[O:31][C:30]([CH3:32])=[N:29][CH:28]=3)=[C:23]([O:33][CH3:34])[CH:22]=2)=[N:19][N:20]=1)[C:6]1[CH:11]=[CH:10][CH:9]=[CH:8][C:7]=1[C:12]([F:15])([F:14])[F:13].C([O-])(=O)C.[NH4+:39], predict the reaction product. The product is: [CH3:34][O:33][C:23]1[CH:22]=[C:21]([C:18]2[N:39]=[C:16]3[CH:5]([C:6]4[CH:11]=[CH:10][CH:9]=[CH:8][C:7]=4[C:12]([F:15])([F:14])[F:13])[CH2:4][CH2:3][CH2:2][N:20]3[N:19]=2)[CH:26]=[CH:25][C:24]=1[C:27]1[O:31][C:30]([CH3:32])=[N:29][CH:28]=1.